The task is: Predict the reaction yield, written as a fraction of the theoretical maximum amount of product (1.0 means a 100% yield; for example, 0.34 means a 34% yield).. This data is from Reaction yield outcomes from USPTO patents with 853,638 reactions. (1) The reactants are Cl[CH2:2][C:3]1[N:12]([C:13]2[CH:18]=[CH:17][CH:16]=[CH:15][C:14]=2[Cl:19])[C:11](=[O:20])[C:10]2[C:5](=[CH:6][CH:7]=[CH:8][C:9]=2[CH3:21])[N:4]=1.O.[SH:23][C:24]1[N:32]=[CH:31][N:30]=[C:29]2[C:25]=1[NH:26][CH:27]=[N:28]2.C([O-])([O-])=O.[K+].[K+]. The catalyst is CN(C=O)C. The product is [Cl:19][C:14]1[CH:15]=[CH:16][CH:17]=[CH:18][C:13]=1[N:12]1[C:11](=[O:20])[C:10]2[C:5](=[CH:6][CH:7]=[CH:8][C:9]=2[CH3:21])[N:4]=[C:3]1[CH2:2][S:23][C:24]1[N:32]=[CH:31][N:30]=[C:29]2[C:25]=1[N:26]=[CH:27][NH:28]2. The yield is 0.790. (2) The reactants are [Cl:1][C:2]1[C:3]([C:18]2[N:22]=[C:21]([C:23]3[N:24]=[C:25]4[C:30]([Cl:31])=[CH:29][C:28](I)=[CH:27][N:26]4[CH:33]=3)[O:20][N:19]=2)=[CH:4][C:5]([F:17])=[C:6]([CH2:8][CH2:9][C:10]([O:12]C(C)(C)C)=[O:11])[CH:7]=1.[CH3:34][S:35]([O-:37])=[O:36].[Na+].N1CCC[C@H]1C(O)=O. The catalyst is CS(C)=O.[Cu]I. The product is [Cl:1][C:2]1[C:3]([C:18]2[N:22]=[C:21]([C:23]3[N:24]=[C:25]4[C:30]([Cl:31])=[CH:29][C:28]([S:35]([CH3:34])(=[O:37])=[O:36])=[CH:27][N:26]4[CH:33]=3)[O:20][N:19]=2)=[CH:4][C:5]([F:17])=[C:6]([CH2:8][CH2:9][C:10]([OH:12])=[O:11])[CH:7]=1. The yield is 0.0100. (3) The reactants are CO[C:3]1[CH:4]=[C:5]([NH:15][C:16]([NH2:18])=[S:17])[CH:6]=[CH:7][C:8]=1[N:9]1[CH:13]=[C:12]([CH3:14])[N:11]=[CH:10]1.Br.BrC1[C:26](=O)[CH:25]([C:28]2[CH:33]=[CH:32][C:31]([Cl:34])=[C:30]([F:35])[CH:29]=2)[CH2:24][CH2:23][CH2:22]1.C([N:39]([CH2:43][CH3:44])C(C)C)(C)C.[CH2:45]([OH:47])C. No catalyst specified. The product is [CH2:43]([N:39]1[CH2:26][CH:25]([C:28]2[CH:33]=[CH:32][C:31]([Cl:34])=[C:30]([F:35])[CH:29]=2)[C:24]2[N:18]=[C:16]([NH:15][C:5]3[CH:4]=[CH:3][C:8]([N:9]4[CH:13]=[C:12]([CH3:14])[N:11]=[CH:10]4)=[CH:7][C:6]=3[O:47][CH3:45])[S:17][C:23]=2[CH2:22]1)[C:44]1[CH:5]=[CH:4][CH:3]=[CH:8][CH:7]=1. The yield is 0.0600.